This data is from Reaction yield outcomes from USPTO patents with 853,638 reactions. The task is: Predict the reaction yield, written as a fraction of the theoretical maximum amount of product (1.0 means a 100% yield; for example, 0.34 means a 34% yield). (1) The reactants are [Cl:1][C:2]1[N:7]=[CH:6][C:5]([C:8](=O)[CH2:9][CH2:10][CH2:11][C:12]([O:14]C)=O)=[CH:4][CH:3]=1.[BH3-]C#[N:19].[Na+]. The yield is 0.610. The catalyst is CO. The product is [Cl:1][C:2]1[N:7]=[CH:6][C:5]([CH:8]2[NH:19][C:12](=[O:14])[CH2:11][CH2:10][CH2:9]2)=[CH:4][CH:3]=1. (2) The reactants are [CH3:1][O:2][C:3]([C:5]1[S:6][C:7]([S:22][CH3:23])=[C:8]([S:10]([C:13]2[CH:18]=[C:17]([Cl:19])[C:16]([NH2:20])=[C:15]([NH2:21])[CH:14]=2)(=[O:12])=[O:11])[CH:9]=1)=[O:4].[C:24]([O-])(O)=O.[Na+]. The catalyst is C(O)=O. The product is [CH3:1][O:2][C:3]([C:5]1[S:6][C:7]([S:22][CH3:23])=[C:8]([S:10]([C:13]2[CH:18]=[C:17]([Cl:19])[C:16]3[NH:20][CH:24]=[N:21][C:15]=3[CH:14]=2)(=[O:12])=[O:11])[CH:9]=1)=[O:4]. The yield is 0.870.